From a dataset of Full USPTO retrosynthesis dataset with 1.9M reactions from patents (1976-2016). Predict the reactants needed to synthesize the given product. (1) Given the product [CH3:1][O:2][C:3]1[N:8]=[CH:7][C:6]([NH:9][C:15](=[O:16])[O:14][C:10]([CH3:13])([CH3:12])[CH3:11])=[CH:5][CH:4]=1, predict the reactants needed to synthesize it. The reactants are: [CH3:1][O:2][C:3]1[N:8]=[CH:7][C:6]([NH2:9])=[CH:5][CH:4]=1.[C:10]([O:14][C:15](O[C:15]([O:14][C:10]([CH3:13])([CH3:12])[CH3:11])=[O:16])=[O:16])([CH3:13])([CH3:12])[CH3:11]. (2) Given the product [Br:14][C:3]12[CH2:10][CH2:9][CH:6]([CH2:7][CH2:8]1)[CH2:5][CH2:4]2, predict the reactants needed to synthesize it. The reactants are: CO[C:3]12[CH2:10][CH2:9][CH:6]([CH2:7][CH2:8]1)[CH2:5][CH2:4]2.C([Br:14])(=O)C. (3) Given the product [C:1]1([C:7]#[C:8][C:9]2[CH:10]=[CH:11][C:12]([CH2:15][N:29]3[CH2:34][CH2:33][O:32][CH2:31][C:30]3=[O:35])=[N:13][CH:14]=2)[CH:2]=[CH:3][CH:4]=[CH:5][CH:6]=1, predict the reactants needed to synthesize it. The reactants are: [C:1]1([C:7]#[C:8][C:9]2[CH:10]=[CH:11][C:12]([CH2:15]O)=[N:13][CH:14]=2)[CH:6]=[CH:5][CH:4]=[CH:3][CH:2]=1.CS(Cl)(=O)=O.C(N(CC)CC)C.[NH:29]1[CH2:34][CH2:33][O:32][CH2:31][C:30]1=[O:35].[H-].[Na+].C([O-])(O)=O.[Na+]. (4) The reactants are: [F:1][C:2]1[CH:3]=[C:4]([CH:30]=[C:31](F)[CH:32]=1)[C:5]([NH:7][C:8]1[CH:9]=[CH:10][C:11]([CH3:29])=[C:12]([NH:14][C:15](=[O:28])[C:16]2[CH:21]=[CH:20][C:19]([CH2:22][N:23]([CH2:26][CH3:27])[CH2:24][CH3:25])=[CH:18][CH:17]=2)[CH:13]=1)=[O:6].[NH:34]1[CH2:39][CH2:38][O:37][CH2:36][CH2:35]1. Given the product [F:1][C:2]1[CH:3]=[C:4]([CH:30]=[C:31]([N:34]2[CH2:39][CH2:38][O:37][CH2:36][CH2:35]2)[CH:32]=1)[C:5]([NH:7][C:8]1[CH:9]=[CH:10][C:11]([CH3:29])=[C:12]([NH:14][C:15](=[O:28])[C:16]2[CH:17]=[CH:18][C:19]([CH2:22][N:23]([CH2:26][CH3:27])[CH2:24][CH3:25])=[CH:20][CH:21]=2)[CH:13]=1)=[O:6], predict the reactants needed to synthesize it. (5) Given the product [Cl:1][C:2]1[CH:7]=[C:6](/[CH:8]=[CH:9]/[CH:10]([C:15]2[CH:16]=[C:17]([Cl:22])[CH:18]=[C:19]([Cl:21])[CH:20]=2)[C:11]([F:13])([F:14])[F:12])[CH:5]=[CH:4][C:3]=1[CH2:23][NH:24][C:28]([NH:27][CH2:25][CH3:26])=[O:29], predict the reactants needed to synthesize it. The reactants are: [Cl:1][C:2]1[CH:7]=[C:6](/[CH:8]=[CH:9]/[CH:10]([C:15]2[CH:20]=[C:19]([Cl:21])[CH:18]=[C:17]([Cl:22])[CH:16]=2)[C:11]([F:14])([F:13])[F:12])[CH:5]=[CH:4][C:3]=1[CH2:23][NH2:24].[CH2:25]([N:27]=[C:28]=[O:29])[CH3:26]. (6) Given the product [CH3:21][C:16]1[CH:15]=[N:12][CH:13]=[C:14]([CH3:6])[C:17]=1[CH:18]=[O:34], predict the reactants needed to synthesize it. The reactants are: CON(C)C([C:6]1[CH:14]=[C:13]2C(C(C)=C[N:12]2[CH2:15][C:16]2[CH:21]=CC(OC)=[CH:18][CH:17]=2)=CC=1)=O.C([Li])CCC.CN(C)C=[O:34].[Cl-].[NH4+].